This data is from Catalyst prediction with 721,799 reactions and 888 catalyst types from USPTO. The task is: Predict which catalyst facilitates the given reaction. (1) Reactant: [NH2:1][CH:2]([CH2:12][C:13]1[O:14][C:15]([C:18]([F:21])([F:20])[F:19])=[CH:16][CH:17]=1)[CH:3]([C:5]1[CH:10]=[CH:9][C:8]([F:11])=[CH:7][CH:6]=1)[OH:4].[F:22][C:23]1[C:32]2[C:27](=[CH:28][CH:29]=[CH:30][CH:31]=2)[C:26]([C:33](O)=[O:34])=[CH:25][CH:24]=1.Cl.C(N=C=NCCCN(C)C)C.ON1C2C=CC=CC=2N=N1. Product: [F:22][C:23]1[C:32]2[C:27](=[CH:28][CH:29]=[CH:30][CH:31]=2)[C:26]([C:33]([NH:1][CH:2]([CH2:12][C:13]2[O:14][C:15]([C:18]([F:21])([F:20])[F:19])=[CH:16][CH:17]=2)[CH:3]([C:5]2[CH:10]=[CH:9][C:8]([F:11])=[CH:7][CH:6]=2)[OH:4])=[O:34])=[CH:25][CH:24]=1. The catalyst class is: 192. (2) Reactant: [CH:1]([NH:4][C:5]([C:7]1[C:15]2[C:10](=[N:11][CH:12]=[C:13]([C:16]3[C:24]4[C:19](=[CH:20][CH:21]=[C:22]([CH:25]=[O:26])[CH:23]=4)[N:18]([CH3:27])[N:17]=3)[N:14]=2)[N:9]([CH2:28][O:29][CH2:30][CH2:31][Si:32]([CH3:35])([CH3:34])[CH3:33])[CH:8]=1)=[O:6])([CH3:3])[CH3:2].[CH3:36][Mg]Br. Product: [CH:1]([NH:4][C:5]([C:7]1[C:15]2[C:10](=[N:11][CH:12]=[C:13]([C:16]3[C:24]4[C:19](=[CH:20][CH:21]=[C:22]([CH:25]([OH:26])[CH3:36])[CH:23]=4)[N:18]([CH3:27])[N:17]=3)[N:14]=2)[N:9]([CH2:28][O:29][CH2:30][CH2:31][Si:32]([CH3:33])([CH3:35])[CH3:34])[CH:8]=1)=[O:6])([CH3:3])[CH3:2]. The catalyst class is: 1. (3) Reactant: [CH3:1][N:2]1[C@@H:19]2[CH2:20][C:7]3=[CH:8][CH:9]=[C:10]([OH:22])[C:11]4[O:12][C@H:13]5[C:14]([CH2:16][CH2:17][C@:18]2([OH:21])[C@:5]5([C:6]=43)[CH2:4][CH2:3]1)=[O:15]. Product: [CH3:1][N:2]1[C@@H:19]2[CH2:20][C:7]3=[CH:8][CH:9]=[C:10]([OH:22])[C:11]4[O:12][C@H:13]5[C:14]([CH2:16][CH2:17][C@:18]2([OH:21])[C@:5]5([C:6]=43)[CH2:4][CH2:3]1)=[O:15].[CH3:1][N:2]1[CH:19]2[CH2:20][C:7]3[CH:8]=[CH:9][C:10]([OH:22])=[C:11]4[O:12][CH:13]5[CH:14]([OH:15])[CH2:16][CH2:17][C:18]2([OH:21])[C:5]5([C:6]=34)[CH2:4][CH2:3]1.[CH3:1][N:2]1[C@@H:19]2[CH2:20][C:7]3[CH:8]=[CH:9][C:10]([OH:22])=[C:11]4[O:12][C@H:13]5[C@H:14]([OH:15])[CH2:16][CH2:17][C@:18]2([OH:21])[C@:5]5([C:6]=34)[CH2:4][CH2:3]1. The catalyst class is: 259. (4) The catalyst class is: 19. Reactant: [Cl:1][C:2]1[CH:34]=[CH:33][C:5]([CH2:6][N:7]2[C:15]3[C:14](=[O:16])[N:13]([CH2:17][CH2:18][CH2:19][O:20][CH:21]4[CH2:26][CH2:25][CH2:24][CH2:23][O:22]4)[C:12](=[O:27])[N:11]([CH3:28])[C:10]=3[N:9]=[C:8]2[C:29]#[C:30][CH2:31][OH:32])=[CH:4][CH:3]=1. Product: [Cl:1][C:2]1[CH:3]=[CH:4][C:5]([CH2:6][N:7]2[C:15]3[C:14](=[O:16])[N:13]([CH2:17][CH2:18][CH2:19][O:20][CH:21]4[CH2:26][CH2:25][CH2:24][CH2:23][O:22]4)[C:12](=[O:27])[N:11]([CH3:28])[C:10]=3[N:9]=[C:8]2[CH2:29][CH2:30][CH2:31][OH:32])=[CH:33][CH:34]=1. (5) Reactant: [Cl:1][C:2]1[N:3]=[CH:4][C:5]2[N:10]([CH3:11])[CH:9]=[C:8](I)[C:6]=2[N:7]=1.[CH3:13][S:14]([NH:17][C:18]1[CH:19]=[C:20](B(O)O)[CH:21]=[CH:22][CH:23]=1)(=[O:16])=[O:15].C([O-])([O-])=O.[Na+].[Na+].O. Product: [Cl:1][C:2]1[N:3]=[CH:4][C:5]2[N:10]([CH3:11])[CH:9]=[C:8]([C:22]3[CH:23]=[C:18]([NH:17][S:14]([CH3:13])(=[O:15])=[O:16])[CH:19]=[CH:20][CH:21]=3)[C:6]=2[N:7]=1. The catalyst class is: 3. (6) Reactant: [C:1]1([S:11](Cl)(=[O:13])=[O:12])[C:10]2[C:5](=[CH:6][CH:7]=[CH:8][CH:9]=2)[CH:4]=[CH:3][CH:2]=1.Cl.[NH:16]1[CH2:21][CH2:20][CH2:19][CH2:18][CH:17]1[CH2:22][CH2:23][CH2:24][C:25]([O:27][CH3:28])=[O:26].C(N(C(C)C)C(C)C)C.Cl.[Na+].[Cl-]. Product: [C:1]1([S:11]([N:16]2[CH2:21][CH2:20][CH2:19][CH2:18][CH:17]2[CH2:22][CH2:23][CH2:24][C:25]([O:27][CH3:28])=[O:26])(=[O:13])=[O:12])[C:10]2[C:5](=[CH:6][CH:7]=[CH:8][CH:9]=2)[CH:4]=[CH:3][CH:2]=1. The catalyst class is: 2.